From a dataset of Cav3 T-type calcium channel HTS with 100,875 compounds. Binary Classification. Given a drug SMILES string, predict its activity (active/inactive) in a high-throughput screening assay against a specified biological target. The drug is O(C1=C/C(=C/Nc2n(CCCC)c3c(n2)cccc3)C(=O)C=C1)C. The result is 0 (inactive).